Predict the product of the given reaction. From a dataset of Forward reaction prediction with 1.9M reactions from USPTO patents (1976-2016). (1) Given the reactants [F:1][C:2]([F:29])([F:28])[C:3]1[CH:4]=[C:5]([NH:13][C:14](=[O:27])[C:15]2[CH:20]=[C:19](Br)[CH:18]=[CH:17][C:16]=2[NH:22][S:23]([CH3:26])(=[O:25])=[O:24])[CH:6]=[C:7]([C:9]([F:12])([F:11])[F:10])[CH:8]=1.[Cl:30][C:31]1[CH:36]=[C:35]([C:37]([F:40])([F:39])[F:38])[CH:34]=[CH:33][C:32]=1B(O)O.C([O-])([O-])=O.[Na+].[Na+], predict the reaction product. The product is: [F:1][C:2]([F:29])([F:28])[C:3]1[CH:4]=[C:5]([NH:13][C:14]([C:15]2[CH:20]=[C:19]([C:32]3[CH:33]=[CH:34][C:35]([C:37]([F:40])([F:39])[F:38])=[CH:36][C:31]=3[Cl:30])[CH:18]=[CH:17][C:16]=2[NH:22][S:23]([CH3:26])(=[O:25])=[O:24])=[O:27])[CH:6]=[C:7]([C:9]([F:12])([F:11])[F:10])[CH:8]=1. (2) Given the reactants Br[C:2]1[C:3]([NH2:8])=[N:4][CH:5]=[N:6][CH:7]=1.[B:9]1(B2OC(C)(C)C(C)(C)O2)[O:13]C(C)(C)C(C)(C)[O:10]1.C([O-])(=O)C.[K+], predict the reaction product. The product is: [NH2:8][C:3]1[C:2]([B:9]([OH:13])[OH:10])=[CH:7][N:6]=[CH:5][N:4]=1. (3) Given the reactants [NH:1]1[C:9]2[C:4](=[CH:5][CH:6]=[CH:7][CH:8]=2)[N:3]=[N:2]1.[OH-].[K+].[I:12]I, predict the reaction product. The product is: [I:12][C:5]1[C:4]2[C:9](=[CH:8][CH:7]=[CH:6][N:3]=2)[NH:1][N:2]=1. (4) Given the reactants [CH2:1]([N:4]1[C:13](=[O:14])[C:8]2([CH2:12][CH2:11][CH2:10][CH2:9]2)[N:7]([C:15]([O:17][C:18]([CH3:21])([CH3:20])[CH3:19])=[O:16])[CH2:6][C@:5]1([C:23]1[CH:28]=[C:27]([F:29])[CH:26]=[C:25]([F:30])[CH:24]=1)[CH3:22])[CH:2]=[CH2:3].Br[C:32]1[CH:33]=[C:34]2[C:55](=[CH:56][CH:57]=1)[CH2:54][C:36]1([C:44]3[C:39](=[N:40][CH:41]=[CH:42][CH:43]=3)[N:38]([CH2:45][O:46][CH2:47][CH2:48][Si:49]([CH3:52])([CH3:51])[CH3:50])[C:37]1=[O:53])[CH2:35]2.C([O-])(=O)C.[Na+], predict the reaction product. The product is: [F:29][C:27]1[CH:28]=[C:23]([C@@:5]2([CH3:22])[N:4]([CH2:1]/[CH:2]=[CH:3]/[C:57]3[CH:56]=[C:55]4[C:34](=[CH:33][CH:32]=3)[CH2:35][C:36]3([C:44]5[C:39](=[N:40][CH:41]=[CH:42][CH:43]=5)[N:38]([CH2:45][O:46][CH2:47][CH2:48][Si:49]([CH3:52])([CH3:50])[CH3:51])[C:37]3=[O:53])[CH2:54]4)[C:13](=[O:14])[C:8]3([CH2:12][CH2:11][CH2:10][CH2:9]3)[N:7]([C:15]([O:17][C:18]([CH3:21])([CH3:19])[CH3:20])=[O:16])[CH2:6]2)[CH:24]=[C:25]([F:30])[CH:26]=1. (5) The product is: [CH2:1]([O:8][C:9]1[CH:10]=[CH:11][C:12]2[O:16][C:15]([CH:17]([OH:19])[CH3:18])=[C:14]([CH3:20])[C:13]=2[CH:21]=1)[C:2]1[CH:3]=[CH:4][CH:5]=[CH:6][CH:7]=1. Given the reactants [CH2:1]([O:8][C:9]1[CH:10]=[CH:11][C:12]2[O:16][C:15]([C:17](=[O:19])[CH3:18])=[C:14]([CH3:20])[C:13]=2[CH:21]=1)[C:2]1[CH:7]=[CH:6][CH:5]=[CH:4][CH:3]=1.[BH4-].[Na+], predict the reaction product. (6) The product is: [Cl:1][C:2]1[C:11]2[C:6](=[C:7]([Cl:12])[CH:8]=[CH:9][CH:10]=2)[C:5]([O:13][CH:14]([CH3:24])[CH3:15])=[CH:4][N:3]=1. Given the reactants [Cl:1][C:2]1[C:11]2[C:6](=[C:7]([Cl:12])[CH:8]=[CH:9][CH:10]=2)[C:5]([OH:13])=[CH:4][N:3]=1.[CH2:14]1[CH2:24]CN2C(=NCCC2)C[CH2:15]1.C(Cl)(C)C, predict the reaction product. (7) Given the reactants [CH2:1]([O:8][C:9](=[O:40])[N:10]([CH2:20][C:21]1[CH:26]=[CH:25][CH:24]=[C:23]([C:27]2[C:31]([C:32]3[CH2:37][CH2:36][CH2:35][CH2:34][CH:33]=3)=[C:30]([NH2:38])[N:29]([CH3:39])[N:28]=2)[CH:22]=1)[CH2:11][C:12]1[CH:17]=[CH:16][C:15]([O:18][CH3:19])=[CH:14][CH:13]=1)[C:2]1[CH:7]=[CH:6][CH:5]=[CH:4][CH:3]=1.C(N=[C:44]=[O:45])C, predict the reaction product. The product is: [CH3:19][O:18][C:15]1[CH:14]=[CH:13][C:12]([CH2:11][N:10]([CH2:20][C:21]2[CH:26]=[CH:25][CH:24]=[C:23]([C:27]3[C:31]4[C:32]5[CH2:37][CH2:36][CH2:35][CH2:34][C:33]=5[C:44](=[O:45])[NH:38][C:30]=4[N:29]([CH3:39])[N:28]=3)[CH:22]=2)[C:9](=[O:40])[O:8][CH2:1][C:2]2[CH:3]=[CH:4][CH:5]=[CH:6][CH:7]=2)=[CH:17][CH:16]=1.